This data is from Full USPTO retrosynthesis dataset with 1.9M reactions from patents (1976-2016). The task is: Predict the reactants needed to synthesize the given product. (1) Given the product [CH3:1][O:2][C:3]1[CH:4]=[C:5]([CH:20]=[CH:21][C:22]=1[O:23][CH3:24])[CH:6]=[N:7][N:8]([CH3:27])[C:9]([C@@H:11]1[CH2:13][C@H:12]1[C:14]1[CH:19]=[CH:18][CH:17]=[CH:16][CH:15]=1)=[O:10], predict the reactants needed to synthesize it. The reactants are: [CH3:1][O:2][C:3]1[CH:4]=[C:5]([CH:20]=[CH:21][C:22]=1[O:23][CH3:24])[CH:6]=[N:7][NH:8][C:9]([CH:11]1[CH2:13][CH:12]1[C:14]1[CH:19]=[CH:18][CH:17]=[CH:16][CH:15]=1)=[O:10].[H-].[Na+].[CH3:27]I. (2) Given the product [ClH:26].[Cl:33][C:28]1[CH:29]=[CH:30][CH:31]=[CH:32][C:27]=1[N:16]1[C:17]([C:20]2[CH:21]=[CH:22][C:23]([Cl:26])=[CH:24][CH:25]=2)=[C:18]([CH3:19])[C:14]([CH:10]2[O:11][CH2:12][CH2:13][NH:8][CH2:9]2)=[N:15]1, predict the reactants needed to synthesize it. The reactants are: C([N:8]1[CH2:13][CH2:12][O:11][CH:10]([C:14]2[C:18]([CH3:19])=[C:17]([C:20]3[CH:25]=[CH:24][C:23]([Cl:26])=[CH:22][CH:21]=3)[N:16]([C:27]3[CH:32]=[CH:31][CH:30]=[CH:29][C:28]=3[Cl:33])[N:15]=2)[CH2:9]1)C1C=CC=CC=1.ClC(OC(Cl)C)=O.CN(C)C1C2C(=CC=CC=2N(C)C)C=CC=1. (3) Given the product [NH2:23][C:21](=[O:22])[CH2:20][CH:19]([NH:18][C:15]([C:7]1[CH:6]=[CH:5][C:4]([CH:1]2[CH2:2][CH2:3]2)=[C:9]([O:10][CH2:11][CH:12]2[CH2:13][CH2:14]2)[N:8]=1)=[O:17])[CH:24]1[CH2:28][CH2:27][O:26][CH2:25]1, predict the reactants needed to synthesize it. The reactants are: [CH:1]1([C:4]2[CH:5]=[CH:6][C:7]([C:15]([OH:17])=O)=[N:8][C:9]=2[O:10][CH2:11][CH:12]2[CH2:14][CH2:13]2)[CH2:3][CH2:2]1.[NH2:18][CH:19]([CH:24]1[CH2:28][CH2:27][O:26][CH2:25]1)[CH2:20][C:21]([NH2:23])=[O:22].CN(C(ON1N=NC2C=CC=CC1=2)=[N+](C)C)C.[B-](F)(F)(F)F.CCN(C(C)C)C(C)C. (4) Given the product [F:5][C:6]1[C:13]([F:14])=[CH:12][CH:11]=[CH:10][C:7]=1[CH2:2][SH:3], predict the reactants needed to synthesize it. The reactants are: N[C:2](N)=[S:3].[F:5][C:6]1[C:13]([F:14])=[CH:12][CH:11]=[CH:10][C:7]=1CBr. (5) Given the product [N:40]1([CH2:47][CH2:48][O:39][C:38]2[CH:37]=[CH:36][C:4]([CH2:5][N:7]([CH:33]([CH3:35])[CH3:34])[C:8]3[CH:13]=[C:12]([O:14][CH3:15])[CH:11]=[CH:10][C:9]=3[C@@H:16]3[CH2:17][CH2:18][C:23]4[CH:22]=[C:21]([OH:26])[CH:20]=[CH:19][C:24]=4[CH2:25]3)=[CH:3][C:2]=2[F:1])[CH2:46][CH2:45][CH2:44][CH2:43][CH2:42][CH2:41]1, predict the reactants needed to synthesize it. The reactants are: [F:1][C:2]1[CH:3]=[C:4]([CH:36]=[CH:37][C:38]=1[OH:39])[C:5]([N:7]([CH:33]([CH3:35])[CH3:34])[C:8]1[CH:13]=[C:12]([O:14][CH3:15])[CH:11]=[CH:10][C:9]=1[C@@H:16]1[CH2:25][CH2:24][C:23]2[CH:22]=[C:21]([O:26]C(=O)C(C)(C)C)[CH:20]=[CH:19][C:18]=2[CH2:17]1)=O.[N:40]1([C:47](=O)[CH2:48]Cl)[CH2:46][CH2:45][CH2:44][CH2:43][CH2:42][CH2:41]1. (6) Given the product [Cl:1][C:2]1[CH:12]=[CH:11][C:10]([C:13]2[CH:17]=[CH:16][N:15]([CH3:18])[N:14]=2)=[CH:9][C:3]=1[C:4]([OH:6])=[O:5], predict the reactants needed to synthesize it. The reactants are: [Cl:1][C:2]1[CH:12]=[CH:11][C:10]([C:13]2[CH:17]=[CH:16][N:15]([CH3:18])[N:14]=2)=[CH:9][C:3]=1[C:4]([O:6]CC)=[O:5].C[O-].[Na+]. (7) Given the product [NH2:7][C@H:8]([C:10]1[N:19]([C@H:20]2[CH2:25][CH2:24][C@H:23]([C:26]#[N:27])[CH2:22][CH2:21]2)[C:13]2[CH:14]=[C:15]([F:18])[CH:16]=[CH:17][C:12]=2[N:11]=1)[CH3:9], predict the reactants needed to synthesize it. The reactants are: C(OC(=O)[NH:7][C@H:8]([C:10](=O)[NH:11][C:12]1[CH:17]=[CH:16][C:15]([F:18])=[CH:14][C:13]=1[NH:19][C@H:20]1[CH2:25][CH2:24][C@H:23]([C:26]#[N:27])[CH2:22][CH2:21]1)[CH3:9])(C)(C)C. (8) Given the product [Br:16][C:6]1[C:5]2[C:10](=[CH:11][C:2]([NH:1][C:28](=[O:29])[CH2:27][CH2:26][CH2:25][Cl:24])=[CH:3][CH:4]=2)[C:9](=[O:12])[N:8]([CH:13]([CH3:14])[CH3:15])[N:7]=1, predict the reactants needed to synthesize it. The reactants are: [NH2:1][C:2]1[CH:11]=[C:10]2[C:5]([C:6]([Br:16])=[N:7][N:8]([CH:13]([CH3:15])[CH3:14])[C:9]2=[O:12])=[CH:4][CH:3]=1.C(N(CC)CC)C.[Cl:24][CH2:25][CH2:26][CH2:27][C:28](Cl)=[O:29]. (9) Given the product [Cl:14][C:15]1[CH:22]=[CH:21][C:18]([CH:19]([I:13])[CH2:20][S:7]([C:4]2[CH:5]=[CH:6][C:1]([CH3:10])=[CH:2][CH:3]=2)(=[O:9])=[O:8])=[CH:17][CH:16]=1, predict the reactants needed to synthesize it. The reactants are: [C:1]1([CH3:10])[CH:6]=[CH:5][C:4]([S:7]([O-:9])=[O:8])=[CH:3][CH:2]=1.[Na+].[Na+].[I-:13].[Cl:14][C:15]1[CH:22]=[CH:21][C:18]([CH:19]=[CH2:20])=[CH:17][CH:16]=1. (10) Given the product [C:30]([NH:29][C:28]([C:25]1[CH:24]=[CH:23][C:22]([C:18]2[CH:19]=[CH:20][CH:21]=[C:16]([CH:11]3[C:10]([CH3:36])([CH3:35])[CH2:9][C:8]4[C:13](=[CH:14][CH:15]=[C:6]([C:4]([OH:5])=[O:3])[CH:7]=4)[NH:12]3)[CH:17]=2)=[CH:27][CH:26]=1)=[O:34])([CH3:33])([CH3:31])[CH3:32], predict the reactants needed to synthesize it. The reactants are: C([O:3][C:4]([C:6]1[CH:7]=[C:8]2[C:13](=[CH:14][CH:15]=1)[NH:12][CH:11]([C:16]1[CH:17]=[C:18]([C:22]3[CH:27]=[CH:26][C:25]([C:28](=[O:34])[NH:29][C:30]([CH3:33])([CH3:32])[CH3:31])=[CH:24][CH:23]=3)[CH:19]=[CH:20][CH:21]=1)[C:10]([CH3:36])([CH3:35])[CH2:9]2)=[O:5])C.[OH-].[Na+].Cl.